Dataset: Reaction yield outcomes from USPTO patents with 853,638 reactions. Task: Predict the reaction yield, written as a fraction of the theoretical maximum amount of product (1.0 means a 100% yield; for example, 0.34 means a 34% yield). The reactants are [NH2:1][C:2]1[N:3]=[C:4]([N:17]2[CH2:22][CH2:21][NH:20][CH2:19][CH2:18]2)[C:5]2[N:10]=[C:9]([C:11]3[CH:12]=[N:13][CH:14]=[CH:15][CH:16]=3)[S:8][C:6]=2[N:7]=1.[C:23]1([CH3:32])[CH:28]=[CH:27][C:26]([N:29]=[C:30]=[O:31])=[CH:25][CH:24]=1. The catalyst is O1CCOCC1. The product is [NH2:1][C:2]1[N:3]=[C:4]([N:17]2[CH2:18][CH2:19][N:20]([C:30]([NH:29][C:26]3[CH:27]=[CH:28][C:23]([CH3:32])=[CH:24][CH:25]=3)=[O:31])[CH2:21][CH2:22]2)[C:5]2[N:10]=[C:9]([C:11]3[CH:12]=[N:13][CH:14]=[CH:15][CH:16]=3)[S:8][C:6]=2[N:7]=1. The yield is 0.790.